Dataset: Reaction yield outcomes from USPTO patents with 853,638 reactions. Task: Predict the reaction yield, written as a fraction of the theoretical maximum amount of product (1.0 means a 100% yield; for example, 0.34 means a 34% yield). The reactants are [F:1][C:2]1[CH:3]=[C:4]([NH2:12])[CH:5]=[CH:6][C:7]=1[C:8]([F:11])([F:10])[F:9].[C:13](OC(=O)C)(=[O:15])[CH3:14]. The catalyst is CN(C1C=CN=CC=1)C.C1(C)C=CC=CC=1. The product is [F:1][C:2]1[CH:3]=[C:4]([NH:12][C:13](=[O:15])[CH3:14])[CH:5]=[CH:6][C:7]=1[C:8]([F:10])([F:11])[F:9]. The yield is 0.810.